From a dataset of Forward reaction prediction with 1.9M reactions from USPTO patents (1976-2016). Predict the product of the given reaction. (1) Given the reactants CC(C)([O-])C.[K+].[Cl-].[CH3:8][O:9][CH2:10][P+](C1C=CC=CC=1)(C1C=CC=CC=1)C1C=CC=CC=1.O=[C:31]1[CH:36]2[CH2:37][CH2:38][CH:32]1[CH2:33][N:34]([C:39]([O:41][C:42]([CH3:45])([CH3:44])[CH3:43])=[O:40])[CH2:35]2, predict the reaction product. The product is: [CH3:8][O:9][CH:10]=[C:31]1[CH:36]2[CH2:37][CH2:38][CH:32]1[CH2:33][N:34]([C:39]([O:41][C:42]([CH3:45])([CH3:44])[CH3:43])=[O:40])[CH2:35]2. (2) Given the reactants Cl[C:2]1[N:3]=[N:4][C:5]([NH:8][NH2:9])=[CH:6][CH:7]=1.[CH3:10][O:11][C:12](=[O:25])[C:13](=O)[CH2:14][C:15]([C:17]1[CH:22]=[CH:21][C:20]([CH3:23])=[CH:19][N:18]=1)=O.Cl.[C:27](=[O:30])([O-])O.[Na+].[CH2:32](O)C, predict the reaction product. The product is: [CH2:10]([O:11][C:12]([C:13]1[CH:14]=[C:15]([C:17]2[CH:22]=[CH:21][C:20]([CH3:23])=[CH:19][N:18]=2)[N:8]([C:5]2[N:4]=[N:3][C:2]([O:30][CH3:27])=[CH:7][CH:6]=2)[N:9]=1)=[O:25])[CH3:32].